From a dataset of Forward reaction prediction with 1.9M reactions from USPTO patents (1976-2016). Predict the product of the given reaction. (1) Given the reactants Cl[C:2]1[CH:3]=[C:4]([C:9]2[N:14]=[C:13]([CH3:15])[N:12]=[C:11]([N:16]([CH2:26][C:27]3[CH:32]=[CH:31][C:30]([O:33][CH3:34])=[CH:29][CH:28]=3)[CH2:17][C:18]3[CH:23]=[CH:22][C:21]([O:24][CH3:25])=[CH:20][CH:19]=3)[N:10]=2)[C:5]([F:8])=[N:6][CH:7]=1.C1(P(C2CCCCC2)C2C=CC=CC=2C2C(C(C)C)=CC(C(C)C)=CC=2C(C)C)CCCCC1.C(=O)([O-])[O-].[Cs+].[Cs+].[C:75]([O:79][C:80]([N:82]1[CH2:87][CH2:86][N:85]([CH2:88][B-](F)(F)F)[C@H:84]([CH3:93])[CH2:83]1)=[O:81])([CH3:78])([CH3:77])[CH3:76].[K+].C(N1CCN[C@H](C)C1)(OC(C)(C)C)=O, predict the reaction product. The product is: [CH3:25][O:24][C:21]1[CH:22]=[CH:23][C:18]([CH2:17][N:16]([CH2:26][C:27]2[CH:32]=[CH:31][C:30]([O:33][CH3:34])=[CH:29][CH:28]=2)[C:11]2[N:12]=[C:13]([CH3:15])[N:14]=[C:9]([C:4]3[CH:3]=[C:2]([CH2:88][N:85]4[CH2:86][CH2:87][N:82]([C:80]([O:79][C:75]([CH3:78])([CH3:77])[CH3:76])=[O:81])[CH2:83][C@H:84]4[CH3:93])[CH:7]=[N:6][C:5]=3[F:8])[N:10]=2)=[CH:19][CH:20]=1. (2) Given the reactants Br[C:2]1[CH:7]=[CH:6][C:5]([S:8]([NH:11][C:12]([CH3:15])([CH3:14])[CH3:13])(=[O:10])=[O:9])=[CH:4][CH:3]=1.[C:16]([C:18]1[N:22]([CH3:23])[C:21](B(O)O)=[CH:20][CH:19]=1)#[N:17].[F-].[K+].C(P(C(C)(C)C)C(C)(C)C)(C)(C)C, predict the reaction product. The product is: [C:12]([NH:11][S:8]([C:5]1[CH:6]=[CH:7][C:2]([C:21]2[N:22]([CH3:23])[C:18]([C:16]#[N:17])=[CH:19][CH:20]=2)=[CH:3][CH:4]=1)(=[O:10])=[O:9])([CH3:15])([CH3:14])[CH3:13].